From a dataset of hERG potassium channel inhibition data for cardiac toxicity prediction from Karim et al.. Regression/Classification. Given a drug SMILES string, predict its toxicity properties. Task type varies by dataset: regression for continuous values (e.g., LD50, hERG inhibition percentage) or binary classification for toxic/non-toxic outcomes (e.g., AMES mutagenicity, cardiotoxicity, hepatotoxicity). Dataset: herg_karim. (1) The molecule is N#Cc1cc(NC(=O)Nc2nnc(-c3ccncc3)s2)ccc1-c1cn[nH]c1. The result is 0 (non-blocker). (2) The compound is Cc1ccc(N2CCC3CN(CCCSc4nnc(-c5cnccn5)n4C)CC32)cc1. The result is 1 (blocker). (3) The molecule is c1ccc2c(c1)CC(CN1CCC3(CCc4ccccc43)CC1)CO2. The result is 1 (blocker). (4) The compound is Cl.NC[C@H]1C[C@@H]1c1cc(Cl)ccc1OCCF. The result is 1 (blocker). (5) The drug is CC(=O)NC(=O)C1CCC(c2nc(-c3cccc(Br)c3)c[nH]2)CC1. The result is 1 (blocker). (6) The compound is CC1CCCN1CCc1ccc(-c2ccc(S(=O)(=O)Nc3ccccc3)cc2)cc1. The result is 1 (blocker). (7) The compound is CC(C)(C(=O)O)c1ccc([C@H](O)CCCN2CCC(C(O)(c3ccccc3)c3ccccc3)CC2)cc1. The result is 0 (non-blocker).